This data is from Forward reaction prediction with 1.9M reactions from USPTO patents (1976-2016). The task is: Predict the product of the given reaction. (1) Given the reactants [C:1]1([CH2:7][S:8]([C:11]2[CH:12]=[C:13]3[C:17](=[CH:18][CH:19]=2)[NH:16][C:15](=[O:20])[CH2:14]3)(=[O:10])=[O:9])[CH:6]=[CH:5][CH:4]=[CH:3][CH:2]=1.[CH3:21][N:22]([CH3:38])[CH2:23][CH2:24][CH2:25][C:26]1[C:27]2[CH2:37][CH2:36][CH2:35][CH2:34][CH2:33][C:28]=2[NH:29][C:30]=1[CH:31]=O.N1CCCCC1, predict the reaction product. The product is: [CH3:38][N:22]([CH3:21])[CH2:23][CH2:24][CH2:25][C:26]1[C:27]2[CH2:37][CH2:36][CH2:35][CH2:34][CH2:33][C:28]=2[NH:29][C:30]=1/[CH:31]=[C:14]1\[C:15](=[O:20])[NH:16][C:17]2[C:13]\1=[CH:12][C:11]([S:8]([CH2:7][C:1]1[CH:2]=[CH:3][CH:4]=[CH:5][CH:6]=1)(=[O:10])=[O:9])=[CH:19][CH:18]=2. (2) Given the reactants [CH3:1][Si:2]([CH3:14])([CH3:13])[C:3]#[C:4][C:5](=O)[CH2:6][CH2:7][CH2:8][C:9]([OH:11])=[O:10].[C:15]([O:19][C:20]([CH3:23])([CH3:22])[CH3:21])(=[O:18])[NH:16][NH2:17], predict the reaction product. The product is: [C:20]([O:19][C:15]([NH:16]/[N:17]=[C:5](\[C:4]#[C:3][Si:2]([CH3:14])([CH3:13])[CH3:1])/[CH2:6][CH2:7][CH2:8][C:9]([OH:11])=[O:10])=[O:18])([CH3:23])([CH3:22])[CH3:21].